Dataset: Catalyst prediction with 721,799 reactions and 888 catalyst types from USPTO. Task: Predict which catalyst facilitates the given reaction. Reactant: [CH2:1]([C@@H:4]([C@H:12]([CH2:17][N:18]([CH2:29][C:30]1[CH:35]=[CH:34][CH:33]=[CH:32][CH:31]=1)[C:19]([O:21][CH2:22][C:23]1[CH:28]=[CH:27][CH:26]=[CH:25][CH:24]=1)=[O:20])[C:13]([O:15][CH3:16])=[O:14])[C:5]([O:7][C:8]([CH3:11])([CH3:10])[CH3:9])=[O:6])[CH:2]=C.[O:36]=[O+][O-].CSC. Product: [CH2:29]([N:18]([CH2:17][C@@H:12]([C@H:4]([CH2:1][CH:2]=[O:36])[C:5]([O:7][C:8]([CH3:9])([CH3:10])[CH3:11])=[O:6])[C:13]([O:15][CH3:16])=[O:14])[C:19]([O:21][CH2:22][C:23]1[CH:28]=[CH:27][CH:26]=[CH:25][CH:24]=1)=[O:20])[C:30]1[CH:35]=[CH:34][CH:33]=[CH:32][CH:31]=1. The catalyst class is: 4.